Predict which catalyst facilitates the given reaction. From a dataset of Catalyst prediction with 721,799 reactions and 888 catalyst types from USPTO. (1) Reactant: [BH4-].[Li+].C[O:4][C:5](=O)[C:6]1[CH:11]=[CH:10][CH:9]=[C:8]([Br:12])[C:7]=1[O:13][CH3:14].CO. Product: [Br:12][C:8]1[C:7]([O:13][CH3:14])=[C:6]([CH2:5][OH:4])[CH:11]=[CH:10][CH:9]=1. The catalyst class is: 28. (2) Reactant: Cl.[Cl:2][C:3]1[CH:4]=[C:5]2[C:9](=[CH:10][CH:11]=1)[NH:8][CH:7]=[C:6]2[CH2:12][CH2:13][NH2:14].[CH2:15]([N:22]1[C:26]([C:27](Cl)=[O:28])=[CH:25][C:24]([C:30]([CH3:33])([CH3:32])[CH3:31])=[N:23]1)[C:16]1[CH:21]=[CH:20][CH:19]=[CH:18][CH:17]=1.C(N(CC)CC)C.C(OCC)(=O)C. Product: [CH2:15]([N:22]1[C:26]([C:27]([NH:14][CH2:13][CH2:12][C:6]2[C:5]3[C:9](=[CH:10][CH:11]=[C:3]([Cl:2])[CH:4]=3)[NH:8][CH:7]=2)=[O:28])=[CH:25][C:24]([C:30]([CH3:33])([CH3:32])[CH3:31])=[N:23]1)[C:16]1[CH:17]=[CH:18][CH:19]=[CH:20][CH:21]=1. The catalyst class is: 4. (3) Reactant: C[O:2][C:3](=[O:35])[CH2:4][NH:5][CH2:6][C:7]1[CH:12]=[CH:11][C:10]([C:13]2[CH:14]=[N:15][CH:16]=[C:17]([C:19]3[CH:24]=[C:23]([C:25]4[CH:30]=[CH:29][CH:28]=[C:27]([CH3:31])[N:26]=4)[N:22]=[C:21]4[NH:32][CH:33]=[CH:34][C:20]=34)[CH:18]=2)=[CH:9][CH:8]=1.[OH-].[Na+].O.CC(O)=O. Product: [CH3:31][C:27]1[N:26]=[C:25]([C:23]2[N:22]=[C:21]3[NH:32][CH:33]=[CH:34][C:20]3=[C:19]([C:17]3[CH:18]=[C:13]([C:10]4[CH:11]=[CH:12][C:7]([CH2:6][NH:5][CH2:4][C:3]([OH:35])=[O:2])=[CH:8][CH:9]=4)[CH:14]=[N:15][CH:16]=3)[CH:24]=2)[CH:30]=[CH:29][CH:28]=1. The catalyst class is: 5. (4) Reactant: [Br:1][C:2]1[C:3]([NH:22][S:23]([CH3:26])(=[O:25])=[O:24])=[CH:4][C:5]2[O:9][C:8]([C:10]3[CH:15]=[CH:14][C:13]([F:16])=[CH:12][CH:11]=3)=[C:7]([C:17]([O:19]C)=[O:18])[C:6]=2[CH:21]=1.O[Li].O.Cl. Product: [Br:1][C:2]1[C:3]([NH:22][S:23]([CH3:26])(=[O:24])=[O:25])=[CH:4][C:5]2[O:9][C:8]([C:10]3[CH:15]=[CH:14][C:13]([F:16])=[CH:12][CH:11]=3)=[C:7]([C:17]([OH:19])=[O:18])[C:6]=2[CH:21]=1. The catalyst class is: 38. (5) Reactant: [C:1]([O:20][CH2:21][CH2:22][NH:23][CH2:24][CH2:25][O:26][C:27](=[O:45])[CH2:28][CH2:29][CH2:30][CH2:31][CH2:32][CH2:33][CH2:34]/[CH:35]=[CH:36]\[CH2:37][CH2:38][CH2:39][CH2:40][CH2:41][CH2:42][CH2:43][CH3:44])(=[O:19])[CH2:2][CH2:3][CH2:4][CH2:5][CH2:6][CH2:7][CH2:8]/[CH:9]=[CH:10]\[CH2:11][CH2:12][CH2:13][CH2:14][CH2:15][CH2:16][CH2:17][CH3:18].Cl.[C:47](=O)([O:55]C1C=CC([N+]([O-])=O)=CC=1)[O:48][CH2:49][CH2:50][CH2:51][N:52]([CH3:54])[CH3:53].C(N(CC)CC)C. Product: [O:19]=[C:1]([O:20][CH2:21][CH2:22][N:23]([CH2:24][CH2:25][O:26][C:27](=[O:45])[CH2:28][CH2:29][CH2:30][CH2:31][CH2:32][CH2:33][CH2:34]/[CH:35]=[CH:36]\[CH2:37][CH2:38][CH2:39][CH2:40][CH2:41][CH2:42][CH2:43][CH3:44])[C:47](=[O:55])[O:48][CH2:49][CH2:50][CH2:51][N:52]([CH3:54])[CH3:53])[CH2:2][CH2:3][CH2:4][CH2:5][CH2:6][CH2:7][CH2:8]/[CH:9]=[CH:10]\[CH2:11][CH2:12][CH2:13][CH2:14][CH2:15][CH2:16][CH2:17][CH3:18]. The catalyst class is: 22.